Dataset: Reaction yield outcomes from USPTO patents with 853,638 reactions. Task: Predict the reaction yield, written as a fraction of the theoretical maximum amount of product (1.0 means a 100% yield; for example, 0.34 means a 34% yield). (1) The reactants are [CH:1]1[C:6]([CH2:7][CH2:8][C:9]2[C:13]3[C:14]([N:16]=[C:17]([NH2:19])[NH:18][C:12]=3[NH:11][CH:10]=2)=[O:15])=[CH:5][CH:4]=[C:3]([C:20]([NH:22][C@H:23]([C:29]([O-:31])=[O:30])[CH2:24][CH2:25][C:26]([O-:28])=[O:27])=[O:21])[CH:2]=1.O.O.O.O.O.O.O.[Na+:39].[Na+]. The catalyst is CO. The product is [CH:5]1[C:6]([CH2:7][CH2:8][C:9]2[C:13]3[C:14]([NH:16][C:17]([NH2:19])=[N:18][C:12]=3[NH:11][CH:10]=2)=[O:15])=[CH:1][CH:2]=[C:3]([C:20]([NH:22][C@@H:23]([C:29]([O-:31])=[O:30])[CH2:24][CH2:25][C:26]([O-:28])=[O:27])=[O:21])[CH:4]=1.[Na+:39].[Na+:39]. The yield is 0.420. (2) The reactants are C(=O)([O-])[O-].[Cs+].[Cs+].C1C=CC(P(C2C=CC3C(=CC=CC=3)C=2C2C3C(=CC=CC=3)C=CC=2P(C2C=CC=CC=2)C2C=CC=CC=2)C2C=CC=CC=2)=CC=1.[F:53][C:54]1[CH:61]=[CH:60][C:57]([CH2:58][OH:59])=[CH:56][CH:55]=1.[CH2:62]([C:69]1[C:73]2[C:74]([Cl:78])=[N:75][CH:76]=[CH:77][C:72]=2[NH:71][C:70]=1[CH3:79])[C:63]1[CH:68]=[CH:67][CH:66]=[CH:65][CH:64]=1. The catalyst is C1(C)C=CC=CC=1.C1C=CC(/C=C/C(/C=C/C2C=CC=CC=2)=O)=CC=1.C1C=CC(/C=C/C(/C=C/C2C=CC=CC=2)=O)=CC=1.C1C=CC(/C=C/C(/C=C/C2C=CC=CC=2)=O)=CC=1.[Pd].[Pd]. The product is [ClH:78].[CH2:62]([C:69]1[C:73]2[C:74]([O:59][CH2:58][C:57]3[CH:60]=[CH:61][C:54]([F:53])=[CH:55][CH:56]=3)=[N:75][CH:76]=[CH:77][C:72]=2[NH:71][C:70]=1[CH3:79])[C:63]1[CH:64]=[CH:65][CH:66]=[CH:67][CH:68]=1. The yield is 0.423.